This data is from Forward reaction prediction with 1.9M reactions from USPTO patents (1976-2016). The task is: Predict the product of the given reaction. Given the reactants [F:1][C:2]1[CH:7]=[CH:6][C:5]([C:8]([C:10]2[CH:11]=[N:12][C:13]([O:16][CH3:17])=[CH:14][CH:15]=2)=O)=[CH:4][CH:3]=1.Cl.[NH2:19][OH:20].CCN(C(C)C)C(C)C, predict the reaction product. The product is: [F:1][C:2]1[CH:7]=[CH:6][C:5](/[C:8](/[C:10]2[CH:11]=[N:12][C:13]([O:16][CH3:17])=[CH:14][CH:15]=2)=[N:19]\[OH:20])=[CH:4][CH:3]=1.